From a dataset of Peptide-MHC class II binding affinity with 134,281 pairs from IEDB. Regression. Given a peptide amino acid sequence and an MHC pseudo amino acid sequence, predict their binding affinity value. This is MHC class II binding data. (1) The peptide sequence is VATLSEALRIIAGTLEVHAV. The MHC is HLA-DQA10501-DQB10201 with pseudo-sequence HLA-DQA10501-DQB10201. The binding affinity (normalized) is 0.122. (2) The peptide sequence is LALVGFLGGLITGIS. The MHC is HLA-DPA10301-DPB10402 with pseudo-sequence HLA-DPA10301-DPB10402. The binding affinity (normalized) is 0.347.